Dataset: Forward reaction prediction with 1.9M reactions from USPTO patents (1976-2016). Task: Predict the product of the given reaction. (1) Given the reactants I[C:2]1[CH:3]=[N:4][NH:5][CH:6]=1.C([Li])CCC.[F:12][C:13]1([F:20])[CH2:18][CH2:17][C:16](=[O:19])[CH2:15][CH2:14]1, predict the reaction product. The product is: [F:12][C:13]1([F:20])[CH2:18][CH2:17][C:16]([C:2]2[CH:3]=[N:4][NH:5][CH:6]=2)([OH:19])[CH2:15][CH2:14]1. (2) Given the reactants C(O[BH-](OC(=O)C)OC(=O)C)(=O)C.[Na+].[CH2:15]([N:17]1[C:25]2[CH:24]=[CH:23][C:22]([C:26]([N:28]3[CH2:33][CH2:32][CH:31]([CH3:34])[CH2:30][CH2:29]3)=[O:27])=[CH:21][C:20]=2[C:19]2[CH2:35][NH:36][CH2:37][CH2:38][C:18]1=2)[CH3:16].[C:39]1(=O)[CH2:43][CH2:42][CH2:41][CH2:40]1, predict the reaction product. The product is: [CH:39]1([N:36]2[CH2:37][CH2:38][C:18]3[N:17]([CH2:15][CH3:16])[C:25]4[CH:24]=[CH:23][C:22]([C:26]([N:28]5[CH2:33][CH2:32][CH:31]([CH3:34])[CH2:30][CH2:29]5)=[O:27])=[CH:21][C:20]=4[C:19]=3[CH2:35]2)[CH2:43][CH2:42][CH2:41][CH2:40]1. (3) Given the reactants [Si]([O:8][CH2:9][CH2:10][CH:11]([O:36][C:37]1[CH:38]=[N:39][CH:40]=[C:41]([F:43])[CH:42]=1)[C:12]([NH:14][NH:15][C:16]1[CH:21]=[C:20]([C:22]2[CH:27]=[CH:26][N:25]=[C:24]([NH:28][C:29]3[N:30]([CH3:34])[N:31]=[CH:32][CH:33]=3)[N:23]=2)[CH:19]=[C:18]([F:35])[N:17]=1)=O)(C(C)(C)C)(C)C.C1C=CC(P(C2C=CC=CC=2)C2C=CC=CC=2)=CC=1.BrBr.CCN(C(C)C)C(C)C, predict the reaction product. The product is: [F:35][C:18]1[N:17]2[C:12]([CH:11]([O:36][C:37]3[CH:38]=[N:39][CH:40]=[C:41]([F:43])[CH:42]=3)[CH2:10][CH2:9][OH:8])=[N:14][N:15]=[C:16]2[CH:21]=[C:20]([C:22]2[CH:27]=[CH:26][N:25]=[C:24]([NH:28][C:29]3[N:30]([CH3:34])[N:31]=[CH:32][CH:33]=3)[N:23]=2)[CH:19]=1.